Dataset: Forward reaction prediction with 1.9M reactions from USPTO patents (1976-2016). Task: Predict the product of the given reaction. (1) The product is: [OH:2][C:3]1[CH:10]=[CH:9][C:8]([O:11][C:12]([F:13])([F:14])[F:15])=[CH:7][C:4]=1[CH:5]=[O:6]. Given the reactants C[O:2][C:3]1[CH:10]=[CH:9][C:8]([O:11][C:12]([F:15])([F:14])[F:13])=[CH:7][C:4]=1[CH:5]=[O:6].B(Br)(Br)Br.C(=O)=O.CC(C)=O.C(=O)(O)[O-].[Na+], predict the reaction product. (2) Given the reactants [F:1][C:2]1([F:15])[O:6][C:5]2[CH:7]=[CH:8][C:9]([C:11]([O:13]C)=[O:12])=[CH:10][C:4]=2[O:3]1.[OH-].[Na+], predict the reaction product. The product is: [F:15][C:2]1([F:1])[O:6][C:5]2[CH:7]=[CH:8][C:9]([C:11]([OH:13])=[O:12])=[CH:10][C:4]=2[O:3]1. (3) The product is: [O:3]1[C:8]2=[CH:9][CH:10]=[CH:11][C:7]2=[CH:6][C:5]([CH:12]2[CH2:17][CH2:16][CH2:15][CH2:14][N:13]2[CH2:18][CH2:19][C@H:20]2[CH2:21][CH2:22][C@H:23]([NH:26][C:37](=[O:38])[C:36]3[CH:35]=[CH:34][C:33]([C:30]4[N:29]=[C:28]([CH3:27])[O:32][N:31]=4)=[CH:41][CH:40]=3)[CH2:24][CH2:25]2)=[CH:4]1. Given the reactants Cl.Cl.[O:3]1[C:8]2=[CH:9][CH:10]=[CH:11][C:7]2=[CH:6][C:5]([CH:12]2[CH2:17][CH2:16][CH2:15][CH2:14][N:13]2[CH2:18][CH2:19][C@H:20]2[CH2:25][CH2:24][C@H:23]([NH2:26])[CH2:22][CH2:21]2)=[CH:4]1.[CH3:27][C:28]1[O:32][N:31]=[C:30]([C:33]2[CH:41]=[CH:40][C:36]([C:37](O)=[O:38])=[CH:35][CH:34]=2)[N:29]=1, predict the reaction product. (4) Given the reactants [CH:1]1([CH:4]([C:18]2[CH:23]=[CH:22][CH:21]=[CH:20][CH:19]=2)[NH:5][C:6]([C:8]2[CH:9]=[C:10]3[C:14](=[CH:15][CH:16]=2)[NH:13][N:12]=[C:11]3I)=[O:7])[CH2:3][CH2:2]1.[CH3:24][N:25]1[CH2:30][CH2:29][CH:28]([O:31][C:32]2[CH:37]=[CH:36][C:35](B3OC(C)(C)C(C)(C)O3)=[CH:34][CH:33]=2)[CH2:27][CH2:26]1.C([O-])([O-])=O.[Na+].[Na+], predict the reaction product. The product is: [CH:1]1([CH:4]([C:18]2[CH:23]=[CH:22][CH:21]=[CH:20][CH:19]=2)[NH:5][C:6]([C:8]2[CH:9]=[C:10]3[C:14](=[CH:15][CH:16]=2)[NH:13][N:12]=[C:11]3[C:35]2[CH:36]=[CH:37][C:32]([O:31][CH:28]3[CH2:27][CH2:26][N:25]([CH3:24])[CH2:30][CH2:29]3)=[CH:33][CH:34]=2)=[O:7])[CH2:3][CH2:2]1. (5) Given the reactants [F:1][C:2]1[CH:3]=[C:4]([CH2:8][CH2:9][C:10]2[CH:15]=[CH:14][C:13]([NH2:16])=[CH:12][CH:11]=2)[CH:5]=[CH:6][CH:7]=1.[C:17]([OH:25])(=[O:24])[C:18]([CH2:20][C:21](O)=[O:22])=[CH2:19], predict the reaction product. The product is: [F:1][C:2]1[CH:3]=[C:4]([CH2:8][CH2:9][C:10]2[CH:11]=[CH:12][C:13]([N:16]3[C:21](=[O:22])[CH2:20][CH:18]([C:17]([OH:25])=[O:24])[CH2:19]3)=[CH:14][CH:15]=2)[CH:5]=[CH:6][CH:7]=1.